Task: Predict which catalyst facilitates the given reaction.. Dataset: Catalyst prediction with 721,799 reactions and 888 catalyst types from USPTO (1) Reactant: [NH2:1][C:2]1[C:11]([CH3:12])=[C:10]2[C:5]([CH:6]=[C:7]([CH:13]=O)[CH:8]=[N:9]2)=[CH:4][CH:3]=1.[NH:15]1[CH2:19][CH2:18][CH2:17][CH2:16]1.C(=O)([O-])O.[Na+]. Product: [CH3:12][C:11]1[C:2]([NH2:1])=[CH:3][CH:4]=[C:5]2[C:10]=1[N:9]=[CH:8][C:7]([CH2:13][N:15]1[CH2:19][CH2:18][CH2:17][CH2:16]1)=[CH:6]2. The catalyst class is: 68. (2) Reactant: [C:1]([C:3]1[C:12]2[C:7](=[CH:8][CH:9]=[CH:10][CH:11]=2)[C:6](F)=[CH:5][CH:4]=1)#[N:2].[NH:14]1[CH2:24][CH2:23][CH2:22][CH:16]([C:17]([O:19][CH2:20][CH3:21])=[O:18])[CH2:15]1.C(OCC)(=O)C. Product: [CH2:20]([O:19][C:17]([CH:16]1[CH2:22][CH2:23][CH2:24][N:14]([C:6]2[C:7]3[C:12](=[CH:11][CH:10]=[CH:9][CH:8]=3)[C:3]([C:1]#[N:2])=[CH:4][CH:5]=2)[CH2:15]1)=[O:18])[CH3:21]. The catalyst class is: 17. (3) Reactant: F[C:2]1[CH:3]=[C:4]([CH3:11])[CH:5]=[CH:6][C:7]=1[N+:8]([O-:10])=[O:9].Cl.[CH2:13]([O:15][C:16](=[O:28])[CH2:17][C@@H:18]([NH2:27])[CH2:19][CH2:20][C:21]1[CH:26]=[CH:25][CH:24]=[CH:23][CH:22]=1)[CH3:14].CCN(C(C)C)C(C)C. Product: [CH2:13]([O:15][C:16](=[O:28])[CH2:17][C@@H:18]([NH:27][C:2]1[CH:3]=[C:4]([CH3:11])[CH:5]=[CH:6][C:7]=1[N+:8]([O-:10])=[O:9])[CH2:19][CH2:20][C:21]1[CH:22]=[CH:23][CH:24]=[CH:25][CH:26]=1)[CH3:14]. The catalyst class is: 39. (4) Reactant: [CH3:1][C:2]1[N:10]([CH:11]([C:13]2[CH:18]=[CH:17][CH:16]=[CH:15][CH:14]=2)[CH3:12])[C:5]2=[CH:6][N:7]=[CH:8][CH:9]=[C:4]2[C:3]=1[C:19]([O:21]C)=[O:20].[OH-].[K+].Cl. Product: [CH3:1][C:2]1[N:10]([CH:11]([C:13]2[CH:14]=[CH:15][CH:16]=[CH:17][CH:18]=2)[CH3:12])[C:5]2=[CH:6][N:7]=[CH:8][CH:9]=[C:4]2[C:3]=1[C:19]([OH:21])=[O:20]. The catalyst class is: 6.